Dataset: Forward reaction prediction with 1.9M reactions from USPTO patents (1976-2016). Task: Predict the product of the given reaction. (1) Given the reactants [F:1][CH2:2][C@@H:3]1[C@@H:7]([C:8]2[CH:13]=[CH:12][C:11]([I:14])=[CH:10][CH:9]=2)[O:6][C:5]([CH3:16])([CH3:15])[NH:4]1.[C:17]([CH2:19][C:20](O)=[O:21])#[N:18].F[P-](F)(F)(F)(F)F.N1(OC(N(C)C)=[N+](C)C)C2N=CC=CC=2N=N1.C(N(CC)CC)C, predict the reaction product. The product is: [F:1][CH2:2][C@@H:3]1[C@@H:7]([C:8]2[CH:13]=[CH:12][C:11]([I:14])=[CH:10][CH:9]=2)[O:6][C:5]([CH3:16])([CH3:15])[N:4]1[C:20](=[O:21])[CH2:19][C:17]#[N:18]. (2) Given the reactants C(=[O:8])C1C=CC=CC=1.[CH:9]1[C:18]2[C:13](=[CH:14][CH:15]=[CH:16][CH:17]=2)[CH:12]=[CH:11][C:10]=1[C:19]1C=CC=[CH:23][C:20]=1C=O, predict the reaction product. The product is: [CH:9]1[C:18]2[C:13](=[CH:14][CH:15]=[CH:16][CH:17]=2)[CH:12]=[CH:11][C:10]=1[CH:19]([OH:8])[CH2:20][CH3:23].